This data is from Cav3 T-type calcium channel HTS with 100,875 compounds. The task is: Binary Classification. Given a drug SMILES string, predict its activity (active/inactive) in a high-throughput screening assay against a specified biological target. (1) The compound is FC(OC(F)(F)F)c1[nH]c2c(n1)ccc(c2)C. The result is 0 (inactive). (2) The compound is O1C(=O)C(=C(\NNC(=O)c2c(O)cccc2)C)/C(=O)C=C1C. The result is 0 (inactive). (3) The molecule is Clc1nc(Sc2ccc(NC(=O)C3CC3)cc2)nc(Nc2n[nH]c(c2)C)c1. The result is 0 (inactive). (4) The compound is O=C(N1CCCCC1)Cn1nnc2c1cccc2. The result is 0 (inactive). (5) The drug is O=S(c1c(cccc1)C(=O)NC)c1c(cccc1)C#N. The result is 0 (inactive). (6) The drug is S(=O)(=O)(CCC(=O)Nc1scc(n1)CC(OCC)=O)Cc1ccccc1. The result is 0 (inactive). (7) The drug is Brc1sc(S(=O)(=O)N2CCC(CC2)C(=O)NCc2sccc2)cc1. The result is 0 (inactive). (8) The compound is Fc1cc(c2noc(NC(=O)Cn3ncc4c3c3c(oc4=O)ccc(c3)C)c2)ccc1. The result is 0 (inactive). (9) The compound is Clc1ccc(C(=O)NCCc2ccc(OC(C)(C)C(O)=O)cc2)cc1. The result is 0 (inactive).